Task: Regression/Classification. Given a drug SMILES string, predict its absorption, distribution, metabolism, or excretion properties. Task type varies by dataset: regression for continuous measurements (e.g., permeability, clearance, half-life) or binary classification for categorical outcomes (e.g., BBB penetration, CYP inhibition). Dataset: rlm.. Dataset: Rat liver microsome stability data The drug is CN1CCC(NC(=O)c2cnc(NCc3cc(Cl)ccc3Cl)nc2NC2CCC(N(C)C)CC2)CC1. The result is 0 (unstable in rat liver microsomes).